The task is: Predict the reactants needed to synthesize the given product.. This data is from Full USPTO retrosynthesis dataset with 1.9M reactions from patents (1976-2016). (1) Given the product [OH:4][C:13]1[C:18](=[O:19])[NH:17][C:16]([CH3:20])=[C:15]([C:21]([O:23][CH2:24][CH3:25])=[O:22])[CH:14]=1, predict the reactants needed to synthesize it. The reactants are: OO.C(O)(C(F)(F)F)=[O:4].C([C:13]1[C:18](=[O:19])[NH:17][C:16]([CH3:20])=[C:15]([C:21]([O:23][CH2:24][CH3:25])=[O:22])[CH:14]=1)(=O)C. (2) The reactants are: [F:1][C:2]([F:23])([C:17]1[CH:22]=[CH:21][N:20]=[CH:19][CH:18]=1)[CH2:3][NH:4][C:5]1[C:6](=[O:16])[N:7]([CH2:12][C:13]([OH:15])=O)[C:8]([CH3:11])=[CH:9][N:10]=1.[F:24][C:25]([F:34])([C:28]1[CH:33]=[CH:32][CH:31]=[CH:30][N:29]=1)[CH2:26][NH2:27]. Given the product [F:34][C:25]([F:24])([C:28]1[CH:33]=[CH:32][CH:31]=[CH:30][N:29]=1)[CH2:26][NH:27][C:13](=[O:15])[CH2:12][N:7]1[C:8]([CH3:11])=[CH:9][N:10]=[C:5]([NH:4][CH2:3][C:2]([F:1])([F:23])[C:17]2[CH:22]=[CH:21][N:20]=[CH:19][CH:18]=2)[C:6]1=[O:16], predict the reactants needed to synthesize it. (3) Given the product [OH:2][C:3]1[CH:4]=[CH:5][C:6]([N:9]2[CH:13]=[C:12]([C:14]#[N:15])[CH:11]=[N:10]2)=[CH:7][CH:8]=1, predict the reactants needed to synthesize it. The reactants are: C[O:2][C:3]1[CH:8]=[CH:7][C:6]([N:9]2[CH:13]=[C:12]([C:14]#[N:15])[CH:11]=[N:10]2)=[CH:5][CH:4]=1.B(Br)(Br)Br.